This data is from HIV replication inhibition screening data with 41,000+ compounds from the AIDS Antiviral Screen. The task is: Binary Classification. Given a drug SMILES string, predict its activity (active/inactive) in a high-throughput screening assay against a specified biological target. (1) The molecule is CC(=O)NNc1nc(C)c(C(=O)NNC(=O)C(=O)Nc2ccc([N+](=O)[O-])cc2[N+](=O)[O-])s1. The result is 0 (inactive). (2) The drug is CCOC(=O)C1=Nc2ccccc2N=C(C2C(=O)C=C(C)OC2=O)C1. The result is 0 (inactive).